From a dataset of Catalyst prediction with 721,799 reactions and 888 catalyst types from USPTO. Predict which catalyst facilitates the given reaction. (1) Reactant: [S:1]1[C:5]2[CH:6]=[CH:7][C:8]([CH2:10][CH2:11][O:12][CH2:13][CH2:14][N:15]3[CH2:18][CH:17]([OH:19])[CH2:16]3)=[CH:9][C:4]=2[CH:3]=[CH:2]1.[ClH:20]. Product: [ClH:20].[S:1]1[C:5]2[CH:6]=[CH:7][C:8]([CH2:10][CH2:11][O:12][CH2:13][CH2:14][N:15]3[CH2:18][CH:17]([OH:19])[CH2:16]3)=[CH:9][C:4]=2[CH:3]=[CH:2]1. The catalyst class is: 13. (2) Reactant: [OH:1][CH2:2][C:3]1[CH:8]=[CH:7][C:6]([NH:9][S:10]([C:13]2[CH:18]=[CH:17][CH:16]=[CH:15][N:14]=2)(=[O:12])=[O:11])=[CH:5][CH:4]=1.N1C=CC=CC=1.CC(OI1(OC(C)=O)(OC(C)=O)OC(=O)C2C=CC=CC1=2)=O. Product: [CH:2]([C:3]1[CH:4]=[CH:5][C:6]([NH:9][S:10]([C:13]2[CH:18]=[CH:17][CH:16]=[CH:15][N:14]=2)(=[O:12])=[O:11])=[CH:7][CH:8]=1)=[O:1]. The catalyst class is: 2. (3) Reactant: [CH2:1]([OH:11])[CH2:2][CH2:3][CH2:4][CH2:5][CH2:6][CH2:7][CH2:8][CH:9]=[CH2:10].[Si:12](Cl)([C:15]([CH3:18])([CH3:17])[CH3:16])([CH3:14])[CH3:13].C(N(CC)CC)C.O. Product: [C:15]([Si:12]([O:11][CH2:1][CH2:2][CH2:3][CH2:4][CH2:5][CH2:6][CH2:7][CH2:8][CH:9]=[CH2:10])([CH3:14])[CH3:13])([CH3:18])([CH3:17])[CH3:16]. The catalyst class is: 9.